Dataset: Reaction yield outcomes from USPTO patents with 853,638 reactions. Task: Predict the reaction yield, written as a fraction of the theoretical maximum amount of product (1.0 means a 100% yield; for example, 0.34 means a 34% yield). (1) The reactants are [Br:1][C:2]1[CH:7]=[CH:6][C:5]([N+:8]([O-:10])=[O:9])=[C:4](F)[CH:3]=1.[CH3:12][O-:13].[Na+]. The catalyst is CO. The product is [Br:1][C:2]1[CH:7]=[CH:6][C:5]([N+:8]([O-:10])=[O:9])=[C:4]([O:13][CH3:12])[CH:3]=1. The yield is 0.990. (2) The reactants are [CH2:1]([C:3]1[S:25][C:6]2=[N:7][C:8]([N:12]3[CH2:17][CH2:16][N:15](C(OC(C)(C)C)=O)[CH2:14][CH2:13]3)=[CH:9][C:10](=[O:11])[N:5]2[N:4]=1)[CH3:2].FC(F)(F)C(O)=O. The catalyst is ClCCl.CO. The product is [CH2:1]([C:3]1[S:25][C:6]2=[N:7][C:8]([N:12]3[CH2:13][CH2:14][NH:15][CH2:16][CH2:17]3)=[CH:9][C:10](=[O:11])[N:5]2[N:4]=1)[CH3:2]. The yield is 0.830. (3) The reactants are [ClH:1].[CH:2]1([NH:5][C:6]([NH:8][C:9]2[CH:14]=[CH:13][C:12]([C:15]3[N:16]=[C:17]([N:24]4[CH2:29][CH2:28][O:27][CH2:26][C@H:25]4C)[C:18]4[CH2:23][NH:22][CH2:21][C:19]=4[N:20]=3)=[C:11]([F:31])[CH:10]=2)=[O:7])[CH2:4][CH2:3]1.C1(NC(=O)NC2C=CC(C3N=C(N4CCOCC4)C4CN(C(OC(C)(C)C)=O)CC=4N=3)=C(F)C=2)CC1. No catalyst specified. The product is [ClH:1].[CH:2]1([NH:5][C:6]([NH:8][C:9]2[CH:14]=[CH:13][C:12]([C:15]3[N:16]=[C:17]([N:24]4[CH2:25][CH2:26][O:27][CH2:28][CH2:29]4)[C:18]4[CH2:23][NH:22][CH2:21][C:19]=4[N:20]=3)=[C:11]([F:31])[CH:10]=2)=[O:7])[CH2:3][CH2:4]1. The yield is 0.820. (4) The product is [Cl:34][C:31]1[CH:32]=[CH:33][C:15]2[C:20]3[CH:21]=[C:22]4[CH2:23][CH2:24][CH2:25][C:26](=[O:29])[C:27]4=[CH:28][C:19]=3[O:18][CH2:17][C:16]=2[CH:30]=1. The catalyst is CC(N(C)C)=O.C([O-])(=O)C(C)(C)C.[Pd+2].C([O-])(=O)C(C)(C)C.FC1C=CC(P(C2C=CC(F)=CC=2)C2C=CC(F)=CC=2)=CC=1. The reactants are C(O)(=O)C(C)(C)C.C(=O)([O-])[O-].[K+].[K+].Br[C:15]1[CH:33]=[CH:32][C:31]([Cl:34])=[CH:30][C:16]=1[CH2:17][O:18][C:19]1[CH:28]=[C:27]2[C:22]([CH2:23][CH2:24][CH2:25][C:26]2=[O:29])=[CH:21][CH:20]=1. The yield is 0.670.